This data is from Forward reaction prediction with 1.9M reactions from USPTO patents (1976-2016). The task is: Predict the product of the given reaction. (1) Given the reactants [C:1]([O:5][C:6]([N:8]1[CH2:13][CH2:12][N:11]2[C:14]([CH2:18][CH3:19])=[N:15][C:16](I)=[C:10]2[CH:9]1[CH2:20][O:21][C:22]1[CH:27]=[CH:26][CH:25]=[C:24]([C:28]([F:31])([F:30])[F:29])[CH:23]=1)=[O:7])([CH3:4])([CH3:3])[CH3:2].C(Cl)[Cl:33].CO, predict the reaction product. The product is: [C:1]([O:5][C:6]([N:8]1[CH2:13][CH2:12][N:11]2[C:14]([CH2:18][CH3:19])=[N:15][C:16]([Cl:33])=[C:10]2[CH:9]1[CH2:20][O:21][C:22]1[CH:27]=[CH:26][CH:25]=[C:24]([C:28]([F:31])([F:30])[F:29])[CH:23]=1)=[O:7])([CH3:4])([CH3:3])[CH3:2]. (2) Given the reactants [CH2:1]([C:5]1[NH:6][C:7](=[O:15])[C:8]2[C:13]([CH3:14])=[N:12][O:11][C:9]=2[N:10]=1)[CH:2]([CH3:4])[CH3:3].[F:16][C:17]1[CH:18]=[C:19]([CH:22]=[CH:23][CH:24]=1)[CH2:20]Br.C(=O)([O-])[O-].[K+].[K+], predict the reaction product. The product is: [F:16][C:17]1[CH:18]=[C:19]([CH:22]=[CH:23][CH:24]=1)[CH2:20][N:6]1[C:7](=[O:15])[C:8]2[C:13]([CH3:14])=[N:12][O:11][C:9]=2[N:10]=[C:5]1[CH2:1][CH:2]([CH3:4])[CH3:3]. (3) Given the reactants [CH3:1][C:2]1[CH:3]=[C:4]([C:8]2[N:9]=[C:10]([C:21]3[CH:26]=[CH:25][C:24]([S:27]([CH3:30])(=[O:29])=[O:28])=[CH:23][CH:22]=3)[S:11][C:12]=2[C:13]2[CH:18]=[CH:17][N:16]=[C:15]([CH2:19]O)[CH:14]=2)[CH:5]=[CH:6][CH:7]=1.S(Cl)([Cl:33])=O.[NH:35]1[CH2:39][CH2:38][CH2:37][CH2:36]1.C(=O)([O-])[O-].[K+].[K+].C(=O)([O-])O.[Na+], predict the reaction product. The product is: [ClH:33].[ClH:33].[CH3:30][S:27]([C:24]1[CH:25]=[CH:26][C:21]([C:10]2[S:11][C:12]([C:13]3[CH:18]=[CH:17][N:16]=[C:15]([CH2:19][N:35]4[CH2:39][CH2:38][CH2:37][CH2:36]4)[CH:14]=3)=[C:8]([C:4]3[CH:5]=[CH:6][CH:7]=[C:2]([CH3:1])[CH:3]=3)[N:9]=2)=[CH:22][CH:23]=1)(=[O:28])=[O:29]. (4) Given the reactants [C:1]1([S:11]([N:14]2[C:22]3[C:17](=[C:18]([NH2:23])[CH:19]=[CH:20][CH:21]=3)[CH:16]=[CH:15]2)(=[O:13])=[O:12])[C:10]2[C:5](=[CH:6][CH:7]=[CH:8][CH:9]=2)[CH:4]=[CH:3][CH:2]=1.Cl.Cl[CH2:26][CH2:27][NH:28][CH2:29][CH2:30]Cl.C(N(C(C)C)CC)(C)C, predict the reaction product. The product is: [C:1]1([S:11]([N:14]2[C:22]3[C:17](=[C:18]([N:23]4[CH2:30][CH2:29][NH:28][CH2:27][CH2:26]4)[CH:19]=[CH:20][CH:21]=3)[CH:16]=[CH:15]2)(=[O:12])=[O:13])[C:10]2[C:5](=[CH:6][CH:7]=[CH:8][CH:9]=2)[CH:4]=[CH:3][CH:2]=1. (5) Given the reactants [O:1]1[C:7]2[CH:8]=[CH:9][C:10]([CH:12]=[CH:13][C:14](=O)[CH:15]([CH3:17])[CH3:16])=[CH:11][C:6]=2[O:5][CH2:4][CH2:3][CH2:2]1.C([O-])(=O)C.[Na+].[NH2:24][OH:25], predict the reaction product. The product is: [O:1]1[C:7]2[CH:8]=[CH:9][C:10]([CH:12]=[CH:13][C:14](=[N:24][OH:25])[CH:15]([CH3:17])[CH3:16])=[CH:11][C:6]=2[O:5][CH2:4][CH2:3][CH2:2]1. (6) Given the reactants [Br:1][C:2]1[CH:14]=[CH:13][C:12]2[C:11]3[C:6](=[CH:7][C:8]([Br:15])=[CH:9][CH:10]=3)[CH2:5][C:4]=2[CH:3]=1.[CH2:16](Br)[CH2:17][CH2:18][CH2:19][CH2:20][CH2:21][CH2:22][CH3:23].[OH-].[Na+], predict the reaction product. The product is: [CH2:16]([C:5]1([CH2:13][CH2:14][CH2:2][CH2:3][CH2:4][CH2:12][CH2:11][CH3:10])[C:4]2[CH:3]=[C:2]([Br:1])[CH:14]=[CH:13][C:12]=2[C:11]2[C:6]1=[CH:7][C:8]([Br:15])=[CH:9][CH:10]=2)[CH2:17][CH2:18][CH2:19][CH2:20][CH2:21][CH2:22][CH3:23]. (7) Given the reactants [N:1]1([C:7]([N:9]2[CH2:14][CH:13]([C:15]3[CH:20]=[CH:19][C:18]([O:21][C:22]([F:25])([F:24])[F:23])=[CH:17][CH:16]=3)[CH2:12][CH:11]([C:26]([OH:28])=O)[CH2:10]2)=[O:8])[CH2:6][CH2:5][O:4][CH2:3][CH2:2]1.O[NH:30][C:31](=[NH:35])[CH:32]([CH3:34])[CH3:33], predict the reaction product. The product is: [N:1]1([C:7]([N:9]2[CH2:14][CH:13]([C:15]3[CH:16]=[CH:17][C:18]([O:21][C:22]([F:23])([F:24])[F:25])=[CH:19][CH:20]=3)[CH2:12][CH:11]([C:26]3[O:28][N:35]=[C:31]([CH:32]([CH3:34])[CH3:33])[N:30]=3)[CH2:10]2)=[O:8])[CH2:2][CH2:3][O:4][CH2:5][CH2:6]1.